Dataset: Peptide-MHC class II binding affinity with 134,281 pairs from IEDB. Task: Regression. Given a peptide amino acid sequence and an MHC pseudo amino acid sequence, predict their binding affinity value. This is MHC class II binding data. (1) The peptide sequence is LVVGIYDEPMTPGQC. The MHC is DRB1_0101 with pseudo-sequence DRB1_0101. The binding affinity (normalized) is 0.265. (2) The peptide sequence is FGSMPALTIACMTVQ. The MHC is DRB5_0101 with pseudo-sequence DRB5_0101. The binding affinity (normalized) is 0.490. (3) The peptide sequence is AVFEYTIDCDGSILG. The MHC is HLA-DQA10501-DQB10303 with pseudo-sequence HLA-DQA10501-DQB10303. The binding affinity (normalized) is 0.